From a dataset of Forward reaction prediction with 1.9M reactions from USPTO patents (1976-2016). Predict the product of the given reaction. The product is: [Cl:17][C:7]1[C:6]([N+:10]([O-:12])=[O:11])=[CH:5][CH:4]=[C:3]([CH2:1][CH3:2])[N:8]=1. Given the reactants [CH2:1]([C:3]1[N:8]=[C:7](N)[C:6]([N+:10]([O-:12])=[O:11])=[CH:5][CH:4]=1)[CH3:2].N([O-])=O.[Na+].[ClH:17], predict the reaction product.